From a dataset of Catalyst prediction with 721,799 reactions and 888 catalyst types from USPTO. Predict which catalyst facilitates the given reaction. Reactant: [CH:1]1([C:7]2[C:15]3[C:10](=[CH:11][C:12]([C:16]([O:18][CH3:19])=[O:17])=[CH:13][CH:14]=3)[NH:9][C:8]=2[C:20]2[CH:25]=[CH:24][C:23]([O:26][CH2:27][C:28]3[CH:33]=[CH:32][CH:31]=[CH:30][N:29]=3)=[CH:22][C:21]=2[O:34][CH2:35][C@@H:36]2[CH2:38][O:37]2)[CH2:6][CH2:5][CH2:4][CH2:3][CH2:2]1.C([O-])([O-])=O.[Cs+].[Cs+]. Product: [CH:1]1([C:7]2[C:15]3[CH:14]=[CH:13][C:12]([C:16]([O:18][CH3:19])=[O:17])=[CH:11][C:10]=3[N:9]3[C:8]=2[C:20]2[CH:25]=[CH:24][C:23]([O:26][CH2:27][C:28]4[CH:33]=[CH:32][CH:31]=[CH:30][N:29]=4)=[CH:22][C:21]=2[O:34][CH2:35][C@@H:36]([OH:37])[CH2:38]3)[CH2:2][CH2:3][CH2:4][CH2:5][CH2:6]1. The catalyst class is: 215.